From a dataset of Forward reaction prediction with 1.9M reactions from USPTO patents (1976-2016). Predict the product of the given reaction. (1) Given the reactants Br[C:2]1[C:3]([C@@H:14]([NH:24][C:25](=[O:31])[O:26][C:27]([CH3:30])([CH3:29])[CH3:28])[CH2:15][C:16]2[CH:21]=[C:20]([F:22])[CH:19]=[C:18]([F:23])[CH:17]=2)=[N:4][C:5]([C:8]#[C:9][C:10]([OH:13])([CH3:12])[CH3:11])=[CH:6][CH:7]=1.[Cl:32][C:33]1[CH:41]=[CH:40][C:39](B2OC(C)(C)C(C)(C)O2)=[C:38]2[C:34]=1[C:35]([NH:52][S:53]([CH3:56])(=[O:55])=[O:54])=[N:36][N:37]2[CH3:51].C(=O)(O)[O-].[Na+], predict the reaction product. The product is: [Cl:32][C:33]1[CH:41]=[CH:40][C:39]([C:2]2[C:3]([C@@H:14]([NH:24][C:25](=[O:31])[O:26][C:27]([CH3:28])([CH3:30])[CH3:29])[CH2:15][C:16]3[CH:21]=[C:20]([F:22])[CH:19]=[C:18]([F:23])[CH:17]=3)=[N:4][C:5]([C:8]#[C:9][C:10]([OH:13])([CH3:12])[CH3:11])=[CH:6][CH:7]=2)=[C:38]2[C:34]=1[C:35]([NH:52][S:53]([CH3:56])(=[O:55])=[O:54])=[N:36][N:37]2[CH3:51]. (2) Given the reactants C[O:2][C:3]([C:5]1[CH:6]=[CH:7][C:8]2[S:9][CH2:10][C:11](=[O:15])[NH:12][C:13]=2[N:14]=1)=O.C([BH-](CC)CC)C.[Li+].C(O)(=O)C.OO.S(S([O-])=O)([O-])(=O)=O.[Na+].[Na+], predict the reaction product. The product is: [OH:2][CH2:3][C:5]1[CH:6]=[CH:7][C:8]2[S:9][CH2:10][C:11](=[O:15])[NH:12][C:13]=2[N:14]=1. (3) Given the reactants ClC1N=C(N[C@H]2CCCC3(CNC(=O)C3)C2)C(F)=CN=1.[Cl:21][C:22]1[CH:23]=[C:24]2[C:30]([C:31]3[N:36]=[C:35]([NH:37][C@H:38]4[CH2:48][CH2:47][CH2:46][C:40]5([CH2:44][NH:43][C:42](=[O:45])[CH2:41]5)[CH2:39]4)[C:34]([F:49])=[CH:33][N:32]=3)=[CH:29][N:28](S(C3C=CC(C)=CC=3)(=O)=O)[C:25]2=[N:26][CH:27]=1.C[O-].[Na+], predict the reaction product. The product is: [Cl:21][C:22]1[CH:23]=[C:24]2[C:30]([C:31]3[N:36]=[C:35]([NH:37][C@H:38]4[CH2:48][CH2:47][CH2:46][C:40]5([CH2:44][NH:43][C:42](=[O:45])[CH2:41]5)[CH2:39]4)[C:34]([F:49])=[CH:33][N:32]=3)=[CH:29][NH:28][C:25]2=[N:26][CH:27]=1. (4) Given the reactants [N:1]12[CH2:9][CH2:8][CH:5]([CH2:6][CH2:7]1)[N:4]([C:10]([C:12]1[O:16][C:15]([C:17]3[CH:22]=[CH:21][C:20]([NH:23][C:24](=[O:27])[CH:25]=[CH2:26])=[CH:19][CH:18]=3)=[CH:14][CH:13]=1)=[O:11])[CH2:3][CH2:2]2.ClC1C=C(C=CC=1)C(OO)=[O:33], predict the reaction product. The product is: [NH3:1].[N:1]12[CH2:7][CH2:6][CH:5]([CH2:8][CH2:9]1)[N:4]([C:10]([C:12]1[O:16][C:15]([C:17]3[CH:22]=[CH:21][C:20]([NH+:23]([O-:33])[C:24](=[O:27])[CH:25]=[CH2:26])=[CH:19][CH:18]=3)=[CH:14][CH:13]=1)=[O:11])[CH2:3][CH2:2]2. (5) Given the reactants [CH2:1]1[C:9]2[C:4](=[CH:5][C:6]([NH2:10])=[CH:7][CH:8]=2)[CH2:3][CH2:2]1.[C:11]([CH:14]([CH2:19][C:20]([O:22][CH3:23])=[O:21])[C:15]([O:17][CH3:18])=[O:16])(=O)[CH3:12], predict the reaction product. The product is: [CH2:1]1[C:9]2[C:4](=[CH:5][C:6]([NH:10][C:11](=[C:14]([CH2:19][C:20]([O:22][CH3:23])=[O:21])[C:15]([O:17][CH3:18])=[O:16])[CH3:12])=[CH:7][CH:8]=2)[CH2:3][CH2:2]1. (6) Given the reactants C(P(CCCC)CCCC)CCC.N(C(N1CCCCC1)=O)=NC(N1CCCCC1)=O.[Si:32]([O:39][C:40]1[CH:45]=[CH:44][C:43]([C:46]2[C:51]([CH3:52])=[CH:50][CH:49]=[CH:48][C:47]=2[CH3:53])=[CH:42][C:41]=1[CH2:54][OH:55])([C:35]([CH3:38])([CH3:37])[CH3:36])([CH3:34])[CH3:33].O[C:57]1[CH:64]=[CH:63][C:60]([CH:61]=[O:62])=[CH:59][CH:58]=1, predict the reaction product. The product is: [Si:32]([O:39][C:40]1[CH:45]=[CH:44][C:43]([C:46]2[C:51]([CH3:52])=[CH:50][CH:49]=[CH:48][C:47]=2[CH3:53])=[CH:42][C:41]=1[CH2:54][O:55][C:59]1[CH:58]=[CH:57][CH:64]=[CH:63][C:60]=1[CH:61]=[O:62])([C:35]([CH3:38])([CH3:37])[CH3:36])([CH3:34])[CH3:33].